Predict the reaction yield, written as a fraction of the theoretical maximum amount of product (1.0 means a 100% yield; for example, 0.34 means a 34% yield). From a dataset of Reaction yield outcomes from USPTO patents with 853,638 reactions. (1) The reactants are [C:1]([C:3]1[C:8]2[S:9][CH:10]=[CH:11][C:7]=2[C:6]([NH:12][C@H:13]([C@@H:17]([OH:19])[CH3:18])[C:14]([OH:16])=O)=[CH:5][CH:4]=1)#[N:2].[C:20]([NH:28][NH2:29])(=[O:27])[C:21]1[CH:26]=[CH:25][CH:24]=[CH:23][CH:22]=1.C1C=CC2N(O)N=NC=2C=1.C(Cl)CCl.CCN(CC)CC. The catalyst is C1COCC1.CN(C=O)C. The product is [C:1]([C:3]1[C:8]2[S:9][CH:10]=[CH:11][C:7]=2[C:6]([NH:12][C@H:13]([C@@H:17]([OH:19])[CH3:18])[C:14]([NH:29][NH:28][C:20](=[O:27])[C:21]2[CH:26]=[CH:25][CH:24]=[CH:23][CH:22]=2)=[O:16])=[CH:5][CH:4]=1)#[N:2]. The yield is 0.760. (2) The reactants are Cl[CH2:2][CH2:3][N:4]1[C:12]2[C:7](=[CH:8][C:9]([O:13][CH3:14])=[CH:10][CH:11]=2)[C:6]([CH:15]=[O:16])=[C:5]1[C:17]1[C:18]([CH3:24])=[N:19][N:20]([CH3:23])[C:21]=1[CH3:22].[CH3:25][NH2:26].Cl. The catalyst is O. The product is [CH3:14][O:13][C:9]1[CH:8]=[C:7]2[C:12](=[CH:11][CH:10]=1)[N:4]([CH2:3][CH2:2][NH:26][CH3:25])[C:5]([C:17]1[C:18]([CH3:24])=[N:19][N:20]([CH3:23])[C:21]=1[CH3:22])=[C:6]2[CH:15]=[O:16]. The yield is 0.850. (3) The product is [Cl:32][C:33]1[N:38]=[C:37]([S:23][C:8]2[CH:14]=[CH:13][C:11]([NH2:12])=[C:10]([C:15]([F:18])([F:17])[F:16])[CH:9]=2)[C:36]([CH3:40])=[CH:35][N:34]=1. The reactants are C([O-])([O-])=O.[Cs+].[Cs+].Br[C:8]1[CH:14]=[CH:13][C:11]([NH2:12])=[C:10]([C:15]([F:18])([F:17])[F:16])[CH:9]=1.C([Si](C(C)C)(C(C)C)[SH:23])(C)C.[NH4+].[Cl-].[Cl:32][C:33]1[N:38]=[C:37](Cl)[C:36]([CH3:40])=[CH:35][N:34]=1.[F-].C([N+](CCCC)(CCCC)CCCC)CCC. The yield is 0.950. The catalyst is O.C1COCC1. (4) The reactants are Cl[C:2]1[N:7]=[C:6]([NH:8][C:9]2[N:14]=[CH:13][C:12]3[N:15]=[C:16]([CH3:21])[N:17]([CH:18]([CH3:20])[CH3:19])[C:11]=3[CH:10]=2)[CH:5]=[CH:4][N:3]=1.[CH3:22][N:23]([CH3:42])[C:24]1[S:25][C:26]([Sn](CCCC)(CCCC)CCCC)=[CH:27][N:28]=1. No catalyst specified. The product is [CH3:22][N:23]([CH3:42])[C:24]1[S:25][C:26]([C:2]2[N:7]=[C:6]([NH:8][C:9]3[N:14]=[CH:13][C:12]4[N:15]=[C:16]([CH3:21])[N:17]([CH:18]([CH3:20])[CH3:19])[C:11]=4[CH:10]=3)[CH:5]=[CH:4][N:3]=2)=[CH:27][N:28]=1. The yield is 0.800.